This data is from NCI-60 drug combinations with 297,098 pairs across 59 cell lines. The task is: Regression. Given two drug SMILES strings and cell line genomic features, predict the synergy score measuring deviation from expected non-interaction effect. (1) Drug 1: CC(C1=C(C=CC(=C1Cl)F)Cl)OC2=C(N=CC(=C2)C3=CN(N=C3)C4CCNCC4)N. Drug 2: CC1C(C(CC(O1)OC2CC(CC3=C2C(=C4C(=C3O)C(=O)C5=C(C4=O)C(=CC=C5)OC)O)(C(=O)C)O)N)O.Cl. Cell line: HCT116. Synergy scores: CSS=25.0, Synergy_ZIP=-0.796, Synergy_Bliss=1.17, Synergy_Loewe=-2.67, Synergy_HSA=1.90. (2) Drug 1: CC1C(C(CC(O1)OC2CC(OC(C2O)C)OC3=CC4=CC5=C(C(=O)C(C(C5)C(C(=O)C(C(C)O)O)OC)OC6CC(C(C(O6)C)O)OC7CC(C(C(O7)C)O)OC8CC(C(C(O8)C)O)(C)O)C(=C4C(=C3C)O)O)O)O. Drug 2: C1C(C(OC1N2C=NC3=C2NC=NCC3O)CO)O. Cell line: SF-539. Synergy scores: CSS=33.2, Synergy_ZIP=3.82, Synergy_Bliss=7.07, Synergy_Loewe=-25.9, Synergy_HSA=4.39. (3) Drug 1: C1C(C(OC1N2C=NC3=C(N=C(N=C32)Cl)N)CO)O. Cell line: IGROV1. Synergy scores: CSS=52.7, Synergy_ZIP=-3.07, Synergy_Bliss=-1.69, Synergy_Loewe=-15.9, Synergy_HSA=-2.93. Drug 2: CC1C(C(CC(O1)OC2CC(OC(C2O)C)OC3=CC4=CC5=C(C(=O)C(C(C5)C(C(=O)C(C(C)O)O)OC)OC6CC(C(C(O6)C)O)OC7CC(C(C(O7)C)O)OC8CC(C(C(O8)C)O)(C)O)C(=C4C(=C3C)O)O)O)O. (4) Drug 1: CN(C)C1=NC(=NC(=N1)N(C)C)N(C)C. Drug 2: C1CC(C1)(C(=O)O)C(=O)O.[NH2-].[NH2-].[Pt+2]. Cell line: SNB-19. Synergy scores: CSS=30.0, Synergy_ZIP=-8.98, Synergy_Bliss=-3.68, Synergy_Loewe=-28.8, Synergy_HSA=-5.03.